Dataset: Reaction yield outcomes from USPTO patents with 853,638 reactions. Task: Predict the reaction yield, written as a fraction of the theoretical maximum amount of product (1.0 means a 100% yield; for example, 0.34 means a 34% yield). (1) The reactants are [CH3:1][C:2]([Si:5]([CH3:23])([CH3:22])[O:6][CH:7]1[CH2:21][CH2:20][C:10]2([CH2:14][NH:13][CH:12]([C:15]([O:17][CH2:18][CH3:19])=[O:16])[CH2:11]2)[CH2:9][CH2:8]1)([CH3:4])[CH3:3].C(N(CC)CC)C.[CH:31]1[CH:36]=[CH:35][C:34]([CH2:37][O:38][C:39](Cl)=[O:40])=[CH:33][CH:32]=1. The catalyst is C(Cl)Cl. The product is [CH3:1][C:2]([Si:5]([CH3:23])([CH3:22])[O:6][CH:7]1[CH2:21][CH2:20][C:10]2([CH2:14][N:13]([C:39]([O:38][CH2:37][C:34]3[CH:35]=[CH:36][CH:31]=[CH:32][CH:33]=3)=[O:40])[CH:12]([C:15]([O:17][CH2:18][CH3:19])=[O:16])[CH2:11]2)[CH2:9][CH2:8]1)([CH3:3])[CH3:4]. The yield is 0.390. (2) The reactants are [CH3:1][O:2][C:3]1[CH:17]=[CH:16][C:6]([CH2:7][N:8]2[CH:12]=[C:11]([C:13]([OH:15])=O)[CH:10]=[N:9]2)=[CH:5][CH:4]=1.C(Cl)(=O)C(Cl)=O.Cl.[CH3:25][NH:26][O:27][CH3:28].CCN(CC)CC. The catalyst is C(Cl)Cl.CN(C=O)C. The product is [CH3:28][O:27][N:26]([CH3:25])[C:13]([C:11]1[CH:10]=[N:9][N:8]([CH2:7][C:6]2[CH:5]=[CH:4][C:3]([O:2][CH3:1])=[CH:17][CH:16]=2)[CH:12]=1)=[O:15]. The yield is 0.980.